Dataset: Reaction yield outcomes from USPTO patents with 853,638 reactions. Task: Predict the reaction yield, written as a fraction of the theoretical maximum amount of product (1.0 means a 100% yield; for example, 0.34 means a 34% yield). (1) The product is [C:33]([OH:29])(=[O:16])[CH3:32].[Br:6][C:7]1[CH:8]=[C:9]([C:13]2([CH:1]3[CH2:3][CH2:2]3)[C:21]3[C:22](=[CH:23][CH:24]=[CH:25][CH:26]=3)[C:27]([NH2:28])=[N:14]2)[CH:10]=[CH:11][CH:12]=1. The yield is 0.110. The reactants are [CH:1]1([Mg]Br)[CH2:3][CH2:2]1.[Br:6][C:7]1[CH:8]=[C:9]([C:13]([C:21]2[CH:26]=[CH:25][CH:24]=[CH:23][C:22]=2[C:27]#[N:28])=[N:14]S(C(C)(C)C)=[O:16])[CH:10]=[CH:11][CH:12]=1.[O:29]1[CH2:33][CH2:32]CC1. No catalyst specified. (2) The reactants are [N+:1]([C:4]1[C:13]2[C:8](=[CH:9][CH:10]=[CH:11][CH:12]=2)[C:7]([O:14][CH2:15][CH2:16][C:17]2[CH:22]=[CH:21][N:20]=[CH:19][C:18]=2[NH2:23])=[CH:6][CH:5]=1)([O-])=O.CCOC(C)=O.C(Cl)Cl.[H][H]. The catalyst is CO.[Pt]. The product is [NH2:1][C:4]1[C:13]2[C:8](=[CH:9][CH:10]=[CH:11][CH:12]=2)[C:7]([O:14][CH2:15][CH2:16][C:17]2[CH:22]=[CH:21][N:20]=[CH:19][C:18]=2[NH2:23])=[CH:6][CH:5]=1. The yield is 0.920. (3) The reactants are [O:1]1[CH:5]=[CH:4][CH:3]=[C:2]1[C:6](Cl)=[O:7].[CH2:9]([N:16]1[C:25]2[C:20](=[CH:21][C:22]([Cl:26])=[CH:23][CH:24]=2)[C:19]([N:27]2[CH2:32][CH2:31][NH:30][CH2:29][CH2:28]2)=[C:18]([C:33]#[N:34])[C:17]1=[O:35])[C:10]1[CH:15]=[CH:14][CH:13]=[CH:12][CH:11]=1. The catalyst is N1C=CC=CC=1. The product is [CH2:9]([N:16]1[C:25]2[C:20](=[CH:21][C:22]([Cl:26])=[CH:23][CH:24]=2)[C:19]([N:27]2[CH2:32][CH2:31][N:30]([C:6]([C:2]3[O:1][CH:5]=[CH:4][CH:3]=3)=[O:7])[CH2:29][CH2:28]2)=[C:18]([C:33]#[N:34])[C:17]1=[O:35])[C:10]1[CH:15]=[CH:14][CH:13]=[CH:12][CH:11]=1. The yield is 0.760. (4) The reactants are [NH2:1][CH:2]1[CH2:7][CH2:6][N:5]([CH2:8][CH2:9][N:10]2[C:15]3[CH:16]=[C:17]([F:20])[CH:18]=[CH:19][C:14]=3[O:13][CH2:12][C:11]2=[O:21])[CH2:4][CH2:3]1.[O:22]=[C:23]1[CH2:28][S:27][C:26]2[CH:29]=[CH:30][C:31]([CH:33]=O)=[N:32][C:25]=2[NH:24]1.C([BH3-])#N.[Na+]. No catalyst specified. The product is [F:20][C:17]1[CH:18]=[CH:19][C:14]2[O:13][CH2:12][C:11](=[O:21])[N:10]([CH2:9][CH2:8][N:5]3[CH2:4][CH2:3][CH:2]([NH:1][CH2:33][C:31]4[CH:30]=[CH:29][C:26]5[S:27][CH2:28][C:23](=[O:22])[NH:24][C:25]=5[N:32]=4)[CH2:7][CH2:6]3)[C:15]=2[CH:16]=1. The yield is 0.230.